This data is from hERG channel blocking data for cardiac toxicity assessment. The task is: Regression/Classification. Given a drug SMILES string, predict its toxicity properties. Task type varies by dataset: regression for continuous values (e.g., LD50, hERG inhibition percentage) or binary classification for toxic/non-toxic outcomes (e.g., AMES mutagenicity, cardiotoxicity, hepatotoxicity). Dataset: herg. (1) The molecule is CC[C@@H]1OC(=O)[C@@H](C)[C@H](O[C@H]2C[C@@](C)(OC)[C@@H](O)[C@H](C)O2)[C@H](C)[C@@H](O[C@@H]2O[C@H](C)C[C@@H]([NH+](C)C)[C@@H]2O)[C@@](C)(OC)C[C@@H](C)C(=O)[C@@H](C)[C@@H](O)[C@]1(C)O. The result is 0 (non-blocker). (2) The compound is Cc1cc(NS(=O)(=O)c2ccc(N)cc2)no1. The result is 0 (non-blocker). (3) The molecule is CCc1ccc(CCOc2ccc(C[C@H]3SC(=O)NC3=O)cc2)nc1. The result is 0 (non-blocker). (4) The drug is CC(CN1c2ccccc2Sc2ccccc21)[NH+](C)C. The result is 1 (blocker). (5) The compound is COc1ccccc1OCC(O)C[NH+]1CC[NH+](CC(=O)Nc2c(C)cccc2C)CC1. The result is 1 (blocker). (6) The drug is N[C@H](Cc1nn[nH]n1)C(=O)O. The result is 0 (non-blocker).